Dataset: Full USPTO retrosynthesis dataset with 1.9M reactions from patents (1976-2016). Task: Predict the reactants needed to synthesize the given product. (1) Given the product [F:1][C:2]1[CH:3]=[CH:4][C:5]([N:8]2[C:12]([CH2:13][O:14][C:15]3[CH:23]=[CH:22][C:18]([C:19]([NH:25][C:26]([CH3:30])([CH3:29])[CH2:27][OH:28])=[O:21])=[CH:17][N:16]=3)=[C:11]([CH3:24])[N:10]=[N:9]2)=[CH:6][CH:7]=1, predict the reactants needed to synthesize it. The reactants are: [F:1][C:2]1[CH:7]=[CH:6][C:5]([N:8]2[C:12]([CH2:13][O:14][C:15]3[CH:23]=[CH:22][C:18]([C:19]([OH:21])=O)=[CH:17][N:16]=3)=[C:11]([CH3:24])[N:10]=[N:9]2)=[CH:4][CH:3]=1.[NH2:25][C:26]([CH3:30])([CH3:29])[CH2:27][OH:28]. (2) The reactants are: C(=O)([O-])[O-].[K+].[K+].[CH:7]1([N:10]([C:18]2[C:19]3[N:20]([C:30]([CH:33]=[O:34])=[CH:31][N:32]=3)[CH:21]=[C:22]([C:24]#[C:25][Si](C)(C)C)[N:23]=2)[C:11](=[O:17])[O:12][C:13]([CH3:16])([CH3:15])[CH3:14])[CH2:9][CH2:8]1. Given the product [CH:7]1([N:10]([C:18]2[C:19]3[N:20]([C:30]([CH:33]=[O:34])=[CH:31][N:32]=3)[CH:21]=[C:22]([C:24]#[CH:25])[N:23]=2)[C:11](=[O:17])[O:12][C:13]([CH3:16])([CH3:15])[CH3:14])[CH2:8][CH2:9]1, predict the reactants needed to synthesize it. (3) Given the product [F:1][CH2:2][CH2:3][O:4][C:5]1[N:10]=[CH:9][C:8]([CH:11]([NH2:13])[CH3:12])=[CH:7][CH:6]=1, predict the reactants needed to synthesize it. The reactants are: [F:1][C:2](F)(F)[CH2:3][O:4][C:5]1[N:10]=[CH:9][C:8]([CH:11]([NH2:13])[CH3:12])=[CH:7][CH:6]=1.ClC1C=CC(C#N)=CN=1.FCCO. (4) The reactants are: Br[C:2]1[CH:10]=[CH:9][CH:8]=[C:7]2[C:3]=1[CH:4]=[CH:5][N:6]2[CH3:11].C([Li])CCC.[B:17](OC(C)C)([O:22]C(C)C)[O:18]C(C)C.P(=O)(O)(O)O. Given the product [CH3:11][N:6]1[C:7]2[CH:8]=[CH:9][CH:10]=[C:2]([B:17]([OH:22])[OH:18])[C:3]=2[CH:4]=[CH:5]1, predict the reactants needed to synthesize it. (5) Given the product [Cl:24][C:25]1[CH:30]=[CH:29][C:28]([C:31]([F:34])([F:33])[F:32])=[CH:27][C:26]=1[NH:35][C:36]([NH:1][C:2]1[CH:3]=[C:4]([CH:21]=[CH:22][CH:23]=1)[O:5][C:6]1[CH:18]=[CH:17][C:9]2[N:10]=[C:11]([NH:13][C:14](=[O:16])[CH3:15])[S:12][C:8]=2[C:7]=1[C:19]#[N:20])=[O:37], predict the reactants needed to synthesize it. The reactants are: [NH2:1][C:2]1[CH:3]=[C:4]([CH:21]=[CH:22][CH:23]=1)[O:5][C:6]1[CH:18]=[CH:17][C:9]2[N:10]=[C:11]([NH:13][C:14](=[O:16])[CH3:15])[S:12][C:8]=2[C:7]=1[C:19]#[N:20].[Cl:24][C:25]1[CH:30]=[CH:29][C:28]([C:31]([F:34])([F:33])[F:32])=[CH:27][C:26]=1[N:35]=[C:36]=[O:37]. (6) Given the product [CH3:3][O:4][C:5]1[C:6]([N:11]2[CH2:16][CH2:15][N:14]([CH2:17][CH2:18][CH2:19][C:20]3[C:28]4[C:23](=[CH:24][CH:25]=[C:26]([O:29][CH2:31][C:32]#[N:33])[CH:27]=4)[NH:22][CH:21]=3)[CH2:13][CH2:12]2)=[N:7][CH:8]=[N:9][CH:10]=1, predict the reactants needed to synthesize it. The reactants are: [H-].[Na+].[CH3:3][O:4][C:5]1[C:6]([N:11]2[CH2:16][CH2:15][N:14]([CH2:17][CH2:18][CH2:19][C:20]3[C:28]4[C:23](=[CH:24][CH:25]=[C:26]([OH:29])[CH:27]=4)[NH:22][CH:21]=3)[CH2:13][CH2:12]2)=[N:7][CH:8]=[N:9][CH:10]=1.Cl[CH2:31][C:32]#[N:33]. (7) Given the product [Cl:8][C:9]1[C:10]([F:46])=[C:11]([CH:43]=[CH:44][CH:45]=1)[NH:12][C:13]1[C:22]2[C:17](=[CH:18][C:19]([O:41][CH3:42])=[C:20]([O:23][C@@H:24]3[CH2:28][NH:27][C@H:26]([C:36](=[O:40])[N:37]([CH3:39])[CH3:38])[CH2:25]3)[CH:21]=2)[N:16]=[CH:15][N:14]=1, predict the reactants needed to synthesize it. The reactants are: FC(F)(F)C(O)=O.[Cl:8][C:9]1[C:10]([F:46])=[C:11]([CH:43]=[CH:44][CH:45]=1)[NH:12][C:13]1[C:22]2[C:17](=[CH:18][C:19]([O:41][CH3:42])=[C:20]([O:23][C@@H:24]3[CH2:28][N:27](C(OC(C)(C)C)=O)[C@H:26]([C:36](=[O:40])[N:37]([CH3:39])[CH3:38])[CH2:25]3)[CH:21]=2)[N:16]=[CH:15][N:14]=1. (8) Given the product [Cl:1][C:2]1[CH:3]=[CH:4][C:5]([CH:8]2[C:12]3[N:13]([CH:17]([CH3:18])[CH3:19])[C:14]([CH3:16])=[N:15][C:11]=3[C:10](=[O:20])[N:9]2[C:22]2[CH:23]=[C:24]([CH3:32])[C:25]3[N:26]([C:28]([CH3:31])=[N:29][N:30]=3)[N:27]=2)=[CH:6][CH:7]=1, predict the reactants needed to synthesize it. The reactants are: [Cl:1][C:2]1[CH:7]=[CH:6][C:5]([CH:8]2[C:12]3[N:13]([CH:17]([CH3:19])[CH3:18])[C:14]([CH3:16])=[N:15][C:11]=3[C:10](=[O:20])[NH:9]2)=[CH:4][CH:3]=1.Cl[C:22]1[CH:23]=[C:24]([CH3:32])[C:25]2[N:26]([C:28]([CH3:31])=[N:29][N:30]=2)[N:27]=1.CC1(C)C2C(=C(P(C3C=CC=CC=3)C3C=CC=CC=3)C=CC=2)OC2C(P(C3C=CC=CC=3)C3C=CC=CC=3)=CC=CC1=2.C([O-])([O-])=O.[Cs+].[Cs+]. (9) Given the product [OH:1][CH:2]1[CH2:6][CH2:5][N:4]([C:7]2[CH:8]=[CH:9][C:10]([CH3:27])=[C:11]([N:13]3[CH2:18][CH2:17][NH:16][CH2:15][C:14]3=[O:26])[CH:12]=2)[CH2:3]1, predict the reactants needed to synthesize it. The reactants are: [OH:1][CH:2]1[CH2:6][CH2:5][N:4]([C:7]2[CH:8]=[CH:9][C:10]([CH3:27])=[C:11]([N:13]3[CH2:18][CH2:17][N:16](C(OC(C)(C)C)=O)[CH2:15][C:14]3=[O:26])[CH:12]=2)[CH2:3]1.FC(F)(F)C(O)=O.